Predict the reactants needed to synthesize the given product. From a dataset of Full USPTO retrosynthesis dataset with 1.9M reactions from patents (1976-2016). Given the product [F:1][C:2]1[C:9]([O:10][CH3:11])=[CH:8][CH:7]=[CH:6][C:3]=1[CH2:4][Cl:14], predict the reactants needed to synthesize it. The reactants are: [F:1][C:2]1[C:9]([O:10][CH3:11])=[CH:8][CH:7]=[CH:6][C:3]=1[CH2:4]O.S(Cl)([Cl:14])=O.C(=O)([O-])[O-].[K+].[K+].